From a dataset of Full USPTO retrosynthesis dataset with 1.9M reactions from patents (1976-2016). Predict the reactants needed to synthesize the given product. Given the product [C:13]([C:2]1[C:6]([C:7]2[CH2:12][CH2:11][CH2:10][CH2:9][CH:8]=2)=[CH:5][S:4][CH:3]=1)(=[O:15])[CH3:14], predict the reactants needed to synthesize it. The reactants are: Br[C:2]1[C:6]([C:7]2[CH2:12][CH2:11][CH2:10][CH2:9][CH:8]=2)=[CH:5][S:4][CH:3]=1.[C:13](C1C(Br)=CSC=1)(=[O:15])[CH3:14].